Dataset: Catalyst prediction with 721,799 reactions and 888 catalyst types from USPTO. Task: Predict which catalyst facilitates the given reaction. (1) Reactant: [Br:1][C:2]1[CH:3]=[C:4]([C:8]2([C:11]([OH:13])=O)[CH2:10][CH2:9]2)[CH:5]=[N:6][CH:7]=1.O[N:15]=[C:16]([CH:18]1[CH2:20][CH2:19]1)[NH2:17].F[P-](F)(F)(F)(F)F.N1(O[P+](N2CCCC2)(N2CCCC2)N2CCCC2)C2C=CC=CC=2N=N1.C(N(CC)CC)C. Product: [Br:1][C:2]1[CH:7]=[N:6][CH:5]=[C:4]([C:8]2([C:11]3[O:13][N:17]=[C:16]([CH:18]4[CH2:20][CH2:19]4)[N:15]=3)[CH2:9][CH2:10]2)[CH:3]=1. The catalyst class is: 35. (2) Reactant: [NH2:1][C:2]1[C:12]([Br:13])=[C:11]([CH:14]=O)[C:10]([C:16]([F:19])([F:18])[F:17])=[CH:9][C:3]=1[C:4]([O:6][CH2:7][CH3:8])=[O:5].[CH3:20][N:21]([C@H:29]1[CH2:34][CH2:33][CH2:32][NH:31][CH2:30]1)[C:22](=[O:28])[O:23][C:24]([CH3:27])([CH3:26])[CH3:25]. Product: [NH2:1][C:2]1[C:12]([Br:13])=[C:11]([CH2:14][N:31]2[CH2:32][CH2:33][CH2:34][C@H:29]([N:21]([CH3:20])[C:22]([O:23][C:24]([CH3:26])([CH3:25])[CH3:27])=[O:28])[CH2:30]2)[C:10]([C:16]([F:19])([F:18])[F:17])=[CH:9][C:3]=1[C:4]([O:6][CH2:7][CH3:8])=[O:5]. The catalyst class is: 22. (3) Reactant: [CH:1]1([NH:4][C:5](=[O:22])[C@H:6]([N:8]2[CH:17]=[CH:16][C:15]3[C:10](=[CH:11][CH:12]=[CH:13][C:14]=3[N+:18]([O-])=O)[C:9]2=[O:21])[CH3:7])[CH2:3][CH2:2]1.CO. Product: [NH2:18][C:14]1[CH:13]=[CH:12][CH:11]=[C:10]2[C:15]=1[CH:16]=[CH:17][N:8]([C@H:6]([CH3:7])[C:5]([NH:4][CH:1]1[CH2:3][CH2:2]1)=[O:22])[C:9]2=[O:21]. The catalyst class is: 45. (4) Reactant: C([Mg]Cl)(C)C.[F:6][C:7]1[CH:8]=[C:9]([CH:12]=[CH:13][C:14]=1I)[C:10]#[N:11].[B:16](OC(C)C)([O:21]C(C)C)[O:17]C(C)C. Product: [C:10]([C:9]1[CH:12]=[CH:13][C:14]([B:16]([OH:21])[OH:17])=[C:7]([F:6])[CH:8]=1)#[N:11]. The catalyst class is: 385.